Dataset: Catalyst prediction with 721,799 reactions and 888 catalyst types from USPTO. Task: Predict which catalyst facilitates the given reaction. (1) Reactant: [NH2:1][C:2]1[N:7]=[CH:6][N:5]=[C:4]([NH:8][C@H:9]([C:11]2[N:16]([C:17]3[CH:22]=[CH:21][CH:20]=[CH:19][CH:18]=3)[C:15](=[O:23])[C:14]3=[C:24](C)[CH:25]=[CH:26][N:13]3[N:12]=2)[CH3:10])[C:3]=1I.CC1(C)C(C)(C)OB([C:37]2[CH:38]=[C:39]([OH:43])[CH:40]=[N:41][CH:42]=2)O1.C(=O)([O-])[O-].[Cs+].[Cs+]. Product: [NH2:1][C:2]1[N:7]=[CH:6][N:5]=[C:4]([NH:8][C@H:9]([C:11]2[N:16]([C:17]3[CH:18]=[CH:19][CH:20]=[CH:21][CH:22]=3)[C:15](=[O:23])[C:14]3=[CH:24][CH:25]=[CH:26][N:13]3[N:12]=2)[CH3:10])[C:3]=1[C:37]1[CH:42]=[N:41][CH:40]=[C:39]([OH:43])[CH:38]=1. The catalyst class is: 155. (2) Reactant: [Cl:1][C:2]1[CH:3]=[C:4](/[CH:8]=[CH:9]/[C:10]([OH:12])=O)[CH:5]=[CH:6][CH:7]=1.CN(C)C=O.C(Cl)(=O)C(Cl)=O.Cl.[CH3:25][O:26][C:27](=[O:30])[CH2:28][NH2:29].C(N(C(C)C)CC)(C)C. Product: [Cl:1][C:2]1[CH:3]=[C:4](/[CH:8]=[CH:9]/[C:10]([NH:29][CH2:28][C:27]([O:26][CH3:25])=[O:30])=[O:12])[CH:5]=[CH:6][CH:7]=1. The catalyst class is: 4. (3) Reactant: FC(F)(F)S(O)(=O)=O.ClC(Cl)C.[F:13][C:14]1[CH:19]=[CH:18][CH:17]=[CH:16][C:15]=1[CH:20]=[C:21]([CH3:23])[CH3:22].[N:24]1[C:33]2[C:28](=[CH:29][CH:30]=[CH:31][CH:32]=2)[CH:27]=[C:26]([C:34]#[N:35])[CH:25]=1. Product: [F:13][C:14]1[CH:19]=[CH:18][CH:17]=[C:16]2[C:15]=1[CH2:20][C:21]([CH3:23])([CH3:22])[N:35]=[C:34]2[C:26]1[CH:25]=[N:24][C:33]2[C:28]([CH:27]=1)=[CH:29][CH:30]=[CH:31][CH:32]=2. The catalyst class is: 6. (4) Reactant: [Cl:1][C:2]1[CH:3]=[C:4]([C:9]2([C:30]([F:33])([F:32])[F:31])[O:13][N:12]=[C:11]([C:14]3[CH:28]=[CH:27][C:17]([C:18]([NH:20][C:21]4[CH:22]=[N:23][CH:24]=[N:25][CH:26]=4)=[O:19])=[C:16]([CH3:29])[CH:15]=3)[CH2:10]2)[CH:5]=[C:6]([Cl:8])[CH:7]=1.CI.[C:36](=O)([O-])[O-].[K+].[K+].O. Product: [Cl:8][C:6]1[CH:5]=[C:4]([C:9]2([C:30]([F:31])([F:33])[F:32])[O:13][N:12]=[C:11]([C:14]3[CH:28]=[CH:27][C:17]([C:18]([N:20]([CH3:36])[C:21]4[CH:26]=[N:25][CH:24]=[N:23][CH:22]=4)=[O:19])=[C:16]([CH3:29])[CH:15]=3)[CH2:10]2)[CH:3]=[C:2]([Cl:1])[CH:7]=1. The catalyst class is: 9.